Predict the reaction yield, written as a fraction of the theoretical maximum amount of product (1.0 means a 100% yield; for example, 0.34 means a 34% yield). From a dataset of Reaction yield outcomes from USPTO patents with 853,638 reactions. (1) The reactants are [C:1]1(P([C:2]2[CH:3]=[CH:4]C=[CH:6][CH:1]=2)[C:2]2[CH:3]=[CH:4]C=[CH:6][CH:1]=2)[CH:6]=C[CH:4]=[CH:3][CH:2]=1.C(O)(=O)CCC#C.[NH2:27][C:28]1[CH:33]=[CH:32][CH:31]=[CH:30][C:29]=1[OH:34].CCN(CC)CC.C(Cl)(Cl)(Cl)Cl. The catalyst is C(#N)C.N1C=CC=CC=1. The product is [CH2:3]([C:4]1[O:34][C:29]2[CH:30]=[CH:31][CH:32]=[CH:33][C:28]=2[N:27]=1)[CH2:2][C:1]#[CH:6]. The yield is 0.390. (2) The reactants are [NH2:1][C:2]1[CH:3]=[C:4]([O:8][C:9]2[N:14]=[CH:13][C:12]3[N:15]=[C:16]([C:20]4[C:21]([NH2:25])=[N:22][O:23][N:24]=4)[N:17]([CH2:18][CH3:19])[C:11]=3[CH:10]=2)[CH:5]=[CH:6][CH:7]=1.C(N(CC)CC)C.[CH3:33][O:34][C:35]1[CH:43]=[CH:42][C:38]([C:39](Cl)=[O:40])=[CH:37][CH:36]=1. The product is [NH2:25][C:21]1[C:20]([C:16]2[N:17]([CH2:18][CH3:19])[C:11]3[CH:10]=[C:9]([O:8][C:4]4[CH:3]=[C:2]([NH:1][C:39](=[O:40])[C:38]5[CH:42]=[CH:43][C:35]([O:34][CH3:33])=[CH:36][CH:37]=5)[CH:7]=[CH:6][CH:5]=4)[N:14]=[CH:13][C:12]=3[N:15]=2)=[N:24][O:23][N:22]=1. The yield is 0.210. The catalyst is CN(C=O)C.O.CCOC(C)=O.